Dataset: Full USPTO retrosynthesis dataset with 1.9M reactions from patents (1976-2016). Task: Predict the reactants needed to synthesize the given product. (1) Given the product [NH:8]([C:39]([O:41][CH2:42][CH:43]1[C:55]2[C:50](=[CH:51][CH:52]=[CH:53][CH:54]=2)[C:49]2[C:44]1=[CH:45][CH:46]=[CH:47][CH:48]=2)=[O:40])[C@H:9]([C:36]([OH:38])=[O:37])[CH2:10][CH2:11][CH2:12][CH2:13][NH:14][C:15]([C:24]1[CH:29]=[CH:28][CH:27]=[CH:26][CH:25]=1)([C:30]1[CH:35]=[CH:34][CH:33]=[CH:32][CH:31]=1)[C:16]1[CH:17]=[CH:18][C:19]([O:20][CH3:21])=[CH:22][CH:23]=1.[NH2:1][C@H:2]([CH2:6][OH:7])[CH:3]([CH3:5])[CH3:4], predict the reactants needed to synthesize it. The reactants are: [NH2:1][C@H:2]([CH2:6][OH:7])[CH:3]([CH3:5])[CH3:4].[NH:8]([C:39]([O:41][CH2:42][CH:43]1[C:55]2[C:50](=[CH:51][CH:52]=[CH:53][CH:54]=2)[C:49]2[C:44]1=[CH:45][CH:46]=[CH:47][CH:48]=2)=[O:40])[C@H:9]([C:36]([OH:38])=[O:37])[CH2:10][CH2:11][CH2:12][CH2:13][NH:14][C:15]([C:30]1[CH:35]=[CH:34][CH:33]=[CH:32][CH:31]=1)([C:24]1[CH:29]=[CH:28][CH:27]=[CH:26][CH:25]=1)[C:16]1[CH:23]=[CH:22][C:19]([O:20][CH3:21])=[CH:18][CH:17]=1.CCOC1N(C(OCC)=O)C2C(=CC=CC=2)C=C1. (2) Given the product [ClH:27].[O:20]1[CH2:21][CH2:22][CH:17]([C:13]2[CH:14]=[C:15]3[C:10](=[CH:11][C:12]=2[C:23]([F:26])([F:24])[F:25])[CH2:9][NH:8][CH2:16]3)[CH2:18][CH2:19]1, predict the reactants needed to synthesize it. The reactants are: C(OC([N:8]1[CH2:16][C:15]2[C:10](=[CH:11][C:12]([C:23]([F:26])([F:25])[F:24])=[C:13]([CH:17]3[CH2:22][CH2:21][O:20][CH2:19][CH2:18]3)[CH:14]=2)[CH2:9]1)=O)(C)(C)C.[ClH:27]. (3) Given the product [N:1]1[C:10]2[C:5](=[CH:6][CH:7]=[CH:8][CH:9]=2)[CH:4]=[CH:3][C:2]=1[CH2:11][O:12][C:13]1[CH:14]=[C:15]([CH:26]=[CH:27][CH:28]=1)[O:16][CH2:17][C:18]1[CH:19]=[CH:20][C:21]([C:22]2[NH:31][N:30]=[N:29][N:23]=2)=[CH:24][CH:25]=1, predict the reactants needed to synthesize it. The reactants are: [N:1]1[C:10]2[C:5](=[CH:6][CH:7]=[CH:8][CH:9]=2)[CH:4]=[CH:3][C:2]=1[CH2:11][O:12][C:13]1[CH:14]=[C:15]([CH:26]=[CH:27][CH:28]=1)[O:16][CH2:17][C:18]1[CH:25]=[CH:24][C:21]([C:22]#[N:23])=[CH:20][CH:19]=1.[N-:29]=[N+:30]=[N-:31].[Na+].Cl.[NH+]1C=CC=CC=1.